From a dataset of Experimentally validated miRNA-target interactions with 360,000+ pairs, plus equal number of negative samples. Binary Classification. Given a miRNA mature sequence and a target amino acid sequence, predict their likelihood of interaction. (1) The miRNA is mmu-miR-185-5p with sequence UGGAGAGAAAGGCAGUUCCUGA. Result: 0 (no interaction). The protein sequence of the target gene is MAADGTLSRGGVGEAVEEEHPGALEPGAAPFGNFPHYSRFHPPEQRLRLLPPELLRQLFPPEGPEKRPILGLDVGCNSGDLSVALYKHFLSPRDGETCSGASRELRILCCDIDPVLVERAERDCPFPEALTFITLDIMDQESRKVPLSSFLSQFGRSVFDMVFCMSVTMWIHLNHGDRGLCEFLAHVSSLCSYLLVEPQPWKCYRAAARRLRKLGLHSFDHFRSLAIRGDMAKQIVRILTQDHGMELACCFGNTSWDRSLLLFRAKHTHETQAIPESSTKETRTD. (2) The miRNA is hsa-miR-509-5p with sequence UACUGCAGACAGUGGCAAUCA. The protein sequence of the target gene is MCRLEPFLKRSLVVLLFLGLAEACVPREVAMEEKIKMLKGILGLMGRLSPDGFRQNIISSSKTPPLVTTPDKSEEEMKILKRILGLLSLQVLNEETSNCKEEVKPPPATTTVRGLVRTSGWNFLRCAYMVITFFFVSYNKGDWCYCRYCNPDLDLRDDPCCSFQ. Result: 0 (no interaction). (3) Result: 0 (no interaction). The miRNA is dre-miR-133a-3p with sequence UUUGGUCCCCUUCAACCAGCUG. The protein sequence of the target gene is MNIFRISADMSHLLAIIILLLKIWKSRSCSGISARSQILFALVFTARYLDLFSTYISLYNTTMKITFLAATYATVYLMFFKFRSTYMRESDTFRVELLIVPAAILALLINHDFAPFELLWTFSIYLEAVAILPQLFLLQSTGSAEVITAHYLFALGSYRALYIFNWIYRYYTEDYFDPIVVVAGIVQTVLYADFFYLYVTRVVQTRKGMELPI. (4) The miRNA is mmu-miR-24-2-5p with sequence GUGCCUACUGAGCUGAAACAGU. The protein sequence of the target gene is MELILSTSPAELTLDPACQPKLPLDSTCQPEMTFNPGPTELTLDPEHQPEETPAPSLAELTLEPVHRRPELLDACADLINDQWPRSRTSRLHSLGQSSDAFPLCLMLLSPHPTLEAAPVVVGHARLSRVLNQPQSLLVETVVVARALRGRGFGRRLMEGLEVFARARGFRKLHLTTHDQVHFYTHLGYQLGEPVQGLVFTSRRLPATLLNAFPTAPSPRPPRKAPNLTAQAAPRGPKGPPLPPPPPLPECLTISPPVPSGPPSKSLLETQYQNVRGRPIFWMEKDI. Result: 0 (no interaction). (5) The miRNA is hsa-miR-130b-3p with sequence CAGUGCAAUGAUGAAAGGGCAU. The protein sequence of the target gene is MQPSPPPTELVPSERAVVLLSCALSALGSGLLVATHALWPDLRSRARRLLLFLSLADLLSAASYFYGVLQNFAGPSWDCVLQGALSTFANTSSFFWTVAIALYLYLSIVRAARGPRTDRLLWAFHVVSWGVPLVITVAAVALKKIGYDASDVSVGWCWIDLEAKDHVLWMLLTGKLWEMLAYVLLPLLYLLVRKHINRAHTALSEYRPILSQEHRLLRHSSMADKKLVLIPLIFIGLRVWSTVRFVLTLCGSPAVQTPVLVVLHGIGNTFQGGANCIMFVLCTRAVRTRLFSLCCCCCSS.... Result: 0 (no interaction). (6) The miRNA is hsa-miR-3135b with sequence GGCUGGAGCGAGUGCAGUGGUG. The protein sequence of the target gene is MAWMTYISNWFEQDDWYEGLQRANMSQVRQVGLLAAGCQPWNKDVCAASGDRFAYCATLAIYIYQLDHRYNEFKLHAIMSEHKKTITAISWCPHNPDLFASGSTDNLVIIWNVAEQKVIAKLDSTKGIPASLSWCWNAEDVVAFVSHRGPLFIWTISGPDSGVIVHKDAHSFLSDICMFRWHTHQKGKVVFGHIDGSLSIFHPGNKNQKHVLRPESLEGTDEEDPVTALEWDPLSTDYLLVVNLHYGIRLVDSESLSCITTFNLPSAAASVQCLAWVPSAPGMFITGDSQVGVLRIWNVS.... Result: 1 (interaction).